From a dataset of Reaction yield outcomes from USPTO patents with 853,638 reactions. Predict the reaction yield, written as a fraction of the theoretical maximum amount of product (1.0 means a 100% yield; for example, 0.34 means a 34% yield). (1) The reactants are C([N:4]1[CH2:9][CH2:8][N:7]([C:10]2[CH:15]=[CH:14][C:13]([C:16]3[NH:25][C:24](=[O:26])[C:23]4[C:18](=[CH:19][CH:20]=[CH:21][CH:22]=4)[N:17]=3)=[CH:12][CH:11]=2)[CH2:6][CH2:5]1)(=O)C.[OH-].[Na+]. The catalyst is Cl. The product is [N:7]1([C:10]2[CH:11]=[CH:12][C:13]([C:16]3[NH:25][C:24](=[O:26])[C:23]4[C:18](=[CH:19][CH:20]=[CH:21][CH:22]=4)[N:17]=3)=[CH:14][CH:15]=2)[CH2:8][CH2:9][NH:4][CH2:5][CH2:6]1. The yield is 0.900. (2) The product is [CH3:1][O:2][C:3](=[O:33])[C:4]1[CH:9]=[CH:8][CH:7]=[C:6]([C:10]2[CH:11]=[C:12]3[C:18]([C:19]4[CH:24]=[CH:23][CH:22]=[CH:21][C:20]=4[O:25][CH3:26])=[N:17][NH:16][C:13]3=[N:14][CH:15]=2)[CH:5]=1. The reactants are [CH3:1][O:2][C:3](=[O:33])[C:4]1[CH:9]=[CH:8][CH:7]=[C:6]([C:10]2[CH:11]=[C:12]3[C:18]([C:19]4[CH:24]=[CH:23][CH:22]=[CH:21][C:20]=4[O:25][CH3:26])=[N:17][N:16](COCCOC)[C:13]3=[N:14][CH:15]=2)[CH:5]=1.B(F)(F)F.CCOCC. The catalyst is ClCCl. The yield is 0.230. (3) The reactants are [CH:1]([O:14][C:15]1[CH:27]=[CH:26][C:25]([N+:28]([O-])=O)=[CH:24][C:16]=1[C:17]([NH:19][C:20]([CH3:23])([CH3:22])[CH3:21])=[O:18])([C:8]1[CH:13]=[CH:12][CH:11]=[CH:10][CH:9]=1)[C:2]1[CH:7]=[CH:6][CH:5]=[CH:4][CH:3]=1. The catalyst is [C].[Ir].C(OCC)(=O)C. The product is [NH2:28][C:25]1[CH:26]=[CH:27][C:15]([O:14][CH:1]([C:8]2[CH:9]=[CH:10][CH:11]=[CH:12][CH:13]=2)[C:2]2[CH:3]=[CH:4][CH:5]=[CH:6][CH:7]=2)=[C:16]([CH:24]=1)[C:17]([NH:19][C:20]([CH3:21])([CH3:22])[CH3:23])=[O:18]. The yield is 0.900. (4) The reactants are [Br:1][C:2]1[C:12]([S:13](Cl)(=[O:15])=[O:14])=[CH:11][C:5]2[O:6][CH2:7][C:8](=O)[NH:9][C:4]=2[CH:3]=1.[CH3:17][O:18][C:19]1[CH:31]=[CH:30][C:22]([CH2:23][NH:24][C:25]2[S:26][CH:27]=[CH:28][N:29]=2)=[CH:21][CH:20]=1.C[Si]([N-][Si](C)(C)C)(C)C.[Li+].B.O1CCCC1. The catalyst is [Cl-].[NH4+].O.CO.C1COCC1. The product is [Br:1][C:2]1[C:12]([S:13]([N:24]([CH2:23][C:22]2[CH:30]=[CH:31][C:19]([O:18][CH3:17])=[CH:20][CH:21]=2)[C:25]2[S:26][CH:27]=[CH:28][N:29]=2)(=[O:15])=[O:14])=[CH:11][C:5]2[O:6][CH2:7][CH2:8][NH:9][C:4]=2[CH:3]=1. The yield is 0.257. (5) The reactants are [Cr](O[Cr]([O-])(=O)=O)([O-])(=O)=O.[K+].[K+].ClCC(N[C:17]1[CH:26]=[C:25]([NH:27][C:28](=[O:31])[CH2:29][Cl:30])[C:24]([OH:32])=[C:23]2[C:18]=1[CH:19]=[CH:20][C:21]([CH3:33])=[N:22]2)=O.[OH2:34]. The catalyst is C(O)(=O)C. The product is [Cl:30][CH2:29][C:28]([NH:27][C:25]1[C:24](=[O:32])[C:23]2[N:22]=[C:21]([CH3:33])[CH:20]=[CH:19][C:18]=2[C:17](=[O:34])[CH:26]=1)=[O:31]. The yield is 0.590. (6) The reactants are Br[C:2]1[CH:3]=[C:4]2[CH:10]=[CH:9][NH:8][C:5]2=[N:6][CH:7]=1.[C:11]1(B(O)O)[CH:16]=[CH:15][CH:14]=[CH:13][CH:12]=1.O.COCCOC. The catalyst is C(O)C.[Pd].C1(P(C2C=CC=CC=2)C2C=CC=CC=2)C=CC=CC=1.C1(P(C2C=CC=CC=2)C2C=CC=CC=2)C=CC=CC=1.C1(P(C2C=CC=CC=2)C2C=CC=CC=2)C=CC=CC=1.C1(P(C2C=CC=CC=2)C2C=CC=CC=2)C=CC=CC=1. The product is [C:11]1([C:2]2[CH:3]=[C:4]3[CH:10]=[CH:9][NH:8][C:5]3=[N:6][CH:7]=2)[CH:16]=[CH:15][CH:14]=[CH:13][CH:12]=1. The yield is 0.770.